From a dataset of Reaction yield outcomes from USPTO patents with 853,638 reactions. Predict the reaction yield, written as a fraction of the theoretical maximum amount of product (1.0 means a 100% yield; for example, 0.34 means a 34% yield). (1) The reactants are [C:1]([NH:5][C:6]([C:8]1[S:12][C:11]2[CH2:13][C:14]([CH3:17])([CH3:16])[CH2:15][C:10]=2[CH:9]=1)=[O:7])([CH3:4])([CH3:3])[CH3:2].C([Li])CCC.CN([CH:26]=[O:27])C. The catalyst is C1COCC1. The product is [C:1]([NH:5][C:6]([C:8]1[S:12][C:11]2[CH2:13][C:14]([CH3:17])([CH3:16])[CH2:15][C:10]=2[C:9]=1[CH:26]=[O:27])=[O:7])([CH3:4])([CH3:2])[CH3:3]. The yield is 0.800. (2) The yield is 0.930. The product is [Br:1][CH2:2][C:3]([NH:6][C:7]1[CH:12]=[CH:11][C:10]([C:13]([C:21]2[CH:22]=[CH:23][C:24]([Cl:27])=[CH:25][CH:26]=2)([OH:20])[C:14]2[N:18]([CH3:19])[CH:17]=[N:16][CH:15]=2)=[CH:9][C:8]=1[C:28](=[O:29])[C:30]1[CH:35]=[CH:34][CH:33]=[C:32]([Cl:36])[CH:31]=1)=[O:4]. The catalyst is C(O)(=O)C. The reactants are [Br:1][CH2:2][C:3](Br)=[O:4].[NH2:6][C:7]1[CH:12]=[CH:11][C:10]([C:13]([C:21]2[CH:26]=[CH:25][C:24]([Cl:27])=[CH:23][CH:22]=2)([OH:20])[C:14]2[N:18]([CH3:19])[CH:17]=[N:16][CH:15]=2)=[CH:9][C:8]=1[C:28]([C:30]1[CH:35]=[CH:34][CH:33]=[C:32]([Cl:36])[CH:31]=1)=[O:29].CCOC(C)=O.[OH-].[Na+]. (3) The reactants are P(Cl)(Cl)([Cl:3])=O.C1(O[C:13]2[C:14](=[O:26])[N:15]([C:19]3[CH:24]=[CH:23][C:22]([F:25])=[CH:21][CH:20]=3)[CH:16]=[CH:17][N:18]=2)CCCCC1.C([O-])([O-])=O.[Na+].[Na+]. The catalyst is ClCCCl. The product is [Cl:3][C:13]1[C:14](=[O:26])[N:15]([C:19]2[CH:24]=[CH:23][C:22]([F:25])=[CH:21][CH:20]=2)[CH:16]=[CH:17][N:18]=1. The yield is 0.950. (4) The reactants are C(OC([N:8]1[C:16]2[C:11](=[C:12]([NH:24][C:25]3[CH:30]=[CH:29][C:28]([Br:31])=[CH:27][C:26]=3[F:32])[C:13]([C:17]([O:19]C(C)(C)C)=[O:18])=[CH:14][CH:15]=2)[CH:10]=[N:9]1)=O)(C)(C)C.C(O)(C(F)(F)F)=O. The catalyst is C(Cl)Cl. The product is [Br:31][C:28]1[CH:29]=[CH:30][C:25]([NH:24][C:12]2[C:13]([C:17]([OH:19])=[O:18])=[CH:14][CH:15]=[C:16]3[C:11]=2[CH:10]=[N:9][NH:8]3)=[C:26]([F:32])[CH:27]=1. The yield is 0.800. (5) The reactants are C(N(C(C)C)CC)(C)C.[NH2:10][C:11]1[CH:26]=[CH:25][C:24]([Cl:27])=[CH:23][C:12]=1[C:13]([NH:15][CH2:16][CH:17]1[CH2:22][CH2:21][CH2:20][CH2:19][CH2:18]1)=[O:14].[C:28](Cl)(=[O:35])[C:29]1[CH:34]=[CH:33][CH:32]=[CH:31][CH:30]=1. No catalyst specified. The product is [C:28]([NH:10][C:11]1[CH:26]=[CH:25][C:24]([Cl:27])=[CH:23][C:12]=1[C:13]([NH:15][CH2:16][CH:17]1[CH2:22][CH2:21][CH2:20][CH2:19][CH2:18]1)=[O:14])(=[O:35])[C:29]1[CH:34]=[CH:33][CH:32]=[CH:31][CH:30]=1. The yield is 0.410. (6) The reactants are [CH3:1][O:2][C:3](=[O:33])[CH:4]([NH:25][C:26]([O:28][C:29]([CH3:32])([CH3:31])[CH3:30])=[O:27])[CH2:5][C:6]1[CH:11]=[CH:10][C:9]([O:12][CH2:13][C:14]2[CH:19]=[CH:18][CH:17]=[CH:16][CH:15]=2)=[CH:8][C:7]=1[CH2:20][O:21]C(=O)C.C(=O)([O-])[O-].[K+].[K+]. The catalyst is CO.ClCCl. The product is [CH3:1][O:2][C:3](=[O:33])[CH:4]([NH:25][C:26]([O:28][C:29]([CH3:31])([CH3:30])[CH3:32])=[O:27])[CH2:5][C:6]1[CH:11]=[CH:10][C:9]([O:12][CH2:13][C:14]2[CH:19]=[CH:18][CH:17]=[CH:16][CH:15]=2)=[CH:8][C:7]=1[CH2:20][OH:21]. The yield is 1.00. (7) The product is [CH3:17][C:14]1[N:13]=[C:12]([NH:18][CH:19]2[CH2:20][CH2:21][O:22][CH2:23][CH2:24]2)[C:11]2[C:10]([C:25]3[CH:30]=[C:29]([C:31]([F:33])([F:32])[F:34])[CH:28]=[CH:27][N:26]=3)=[N:9][NH:8][C:16]=2[CH:15]=1. The reactants are COC1C=CC(C[N:8]2[C:16]3[CH:15]=[C:14]([CH3:17])[N:13]=[C:12]([NH:18][CH:19]4[CH2:24][CH2:23][O:22][CH2:21][CH2:20]4)[C:11]=3[C:10]([C:25]3[CH:30]=[C:29]([C:31]([F:34])([F:33])[F:32])[CH:28]=[CH:27][N:26]=3)=[N:9]2)=CC=1.C(O)(C(F)(F)F)=O. No catalyst specified. The yield is 0.500.